This data is from Catalyst prediction with 721,799 reactions and 888 catalyst types from USPTO. The task is: Predict which catalyst facilitates the given reaction. (1) Reactant: [H-].[Na+].[Cl:3][C:4]1[C:5]2[C:12]([Cl:13])=[CH:11][NH:10][C:6]=2[N:7]=[CH:8][N:9]=1.Cl[CH:15]1[O:19][C@@H:18]([CH2:20][O:21][C:22](=[O:30])[C:23]2[CH:28]=[CH:27][C:26]([CH3:29])=[CH:25][CH:24]=2)[C@H:17](C2C=C(C)C=CC=2C([O-])=O)[CH2:16]1. Product: [CH3:29][C:26]1[CH:27]=[CH:28][C:23]([C:22]([O:30][C@H:17]2[CH2:16][C@H:15]([N:10]3[C:6]4[N:7]=[CH:8][N:9]=[C:4]([Cl:3])[C:5]=4[C:12]([Cl:13])=[CH:11]3)[O:19][C@@H:18]2[CH2:20][O:21][C:22](=[O:30])[C:23]2[CH:24]=[CH:25][C:26]([CH3:29])=[CH:27][CH:28]=2)=[O:21])=[CH:24][CH:25]=1. The catalyst class is: 10. (2) Reactant: [CH3:1][O:2][C:3]1[CH:20]=[CH:19][C:6]([CH2:7][N:8]2[CH:12]=[C:11]3[C:13](=[O:18])[CH:14]=[CH:15][CH2:16][O:17][C:10]3=[N:9]2)=[CH:5][CH:4]=1. Product: [CH3:1][O:2][C:3]1[CH:4]=[CH:5][C:6]([CH2:7][N:8]2[CH:12]=[C:11]3[C:13](=[O:18])[CH2:14][CH2:15][CH2:16][O:17][C:10]3=[N:9]2)=[CH:19][CH:20]=1. The catalyst class is: 19. (3) Reactant: [Br:1][C:2]1[C:3]([CH3:7])=[N:4][NH:5][CH:6]=1.I[CH:9]([CH3:11])[CH3:10].C([O-])([O-])=O.[Cs+].[Cs+]. Product: [Br:1][C:2]1[C:3]([CH3:7])=[N:4][N:5]([CH:9]([CH3:11])[CH3:10])[CH:6]=1. The catalyst class is: 10.